Task: Predict the product of the given reaction.. Dataset: Forward reaction prediction with 1.9M reactions from USPTO patents (1976-2016) (1) Given the reactants [NH2:1][CH2:2][CH2:3][SH:4].[H-].[Na+].[C:7]12([CH2:17][C:18]([NH:20][C:21]3[CH:30]=[CH:29][CH:28]=[C:27]4[C:22]=3[CH:23]=[CH:24][C:25](Cl)=[N:26]4)=[O:19])[CH2:16][CH:11]3[CH2:12][CH:13]([CH2:15][CH:9]([CH2:10]3)[CH2:8]1)[CH2:14]2, predict the reaction product. The product is: [C:7]12([CH2:17][C:18]([NH:20][C:21]3[CH:30]=[CH:29][C:28]([S:4][CH2:3][CH2:2][NH2:1])=[C:27]4[C:22]=3[CH:23]=[CH:24][CH:25]=[N:26]4)=[O:19])[CH2:16][CH:11]3[CH2:12][CH:13]([CH2:15][CH:9]([CH2:10]3)[CH2:8]1)[CH2:14]2. (2) Given the reactants [CH3:1][O:2][C:3]1[CH:8]=[CH:7][C:6]([O:9][CH3:10])=[CH:5][C:4]=1[CH2:11][C:12]([OH:14])=[O:13].[N+:15]([O-])([OH:17])=[O:16], predict the reaction product. The product is: [CH3:1][O:2][C:3]1[CH:8]=[C:7]([N+:15]([O-:17])=[O:16])[C:6]([O:9][CH3:10])=[CH:5][C:4]=1[CH2:11][C:12]([OH:14])=[O:13].